Predict which catalyst facilitates the given reaction. From a dataset of Catalyst prediction with 721,799 reactions and 888 catalyst types from USPTO. The catalyst class is: 60. Reactant: [CH:1]1([N:4]([CH:18]2[CH2:23][CH2:22][NH:21][CH2:20][CH2:19]2)[C:5](=[O:17])[C:6]2[CH:11]=[CH:10][C:9]([C:12]3[O:16][CH:15]=[N:14][CH:13]=3)=[CH:8][CH:7]=2)[CH2:3][CH2:2]1.[Br:24][C:25]1[CH:26]=[C:27]([F:32])[C:28](F)=[N:29][CH:30]=1.C([O-])([O-])=O.[K+].[K+]. Product: [Br:24][C:25]1[CH:26]=[C:27]([F:32])[C:28]([N:21]2[CH2:22][CH2:23][CH:18]([N:4]([CH:1]3[CH2:3][CH2:2]3)[C:5](=[O:17])[C:6]3[CH:7]=[CH:8][C:9]([C:12]4[O:16][CH:15]=[N:14][CH:13]=4)=[CH:10][CH:11]=3)[CH2:19][CH2:20]2)=[N:29][CH:30]=1.